This data is from Full USPTO retrosynthesis dataset with 1.9M reactions from patents (1976-2016). The task is: Predict the reactants needed to synthesize the given product. (1) The reactants are: [C:1]([C:3]1[C:8]([O:9][CH:10]([F:12])[F:11])=[CH:7][CH:6]=[CH:5][C:4]=1[S:13](Cl)(=[O:15])=[O:14])#[N:2].[S:17]1[CH2:21][CH2:20][NH:19][CH2:18]1. Given the product [F:11][CH:10]([F:12])[O:9][C:8]1[CH:7]=[CH:6][CH:5]=[C:4]([S:13]([N:19]2[CH2:20][CH2:21][S:17][CH2:18]2)(=[O:15])=[O:14])[C:3]=1[C:1]#[N:2], predict the reactants needed to synthesize it. (2) The reactants are: [ClH:1].O1[CH2:7][CH2:6][N:5]([CH2:8][CH2:9][O:10][C:11]2[CH:19]=[C:18]3[C:14]([C:15]([C:27]4[CH:32]=[C:31]([F:33])[CH:30]=[C:29]([F:34])[CH:28]=4)=[C:16]([C:21]4[CH:22]=[N:23][CH:24]=[CH:25][CH:26]=4)[C:17]3=[O:20])=[CH:13][CH:12]=2)[CH2:4][CH2:3]1.BrC1C(=O)C2C(C=1C1C=CC=CC=1)=CC=C(O)C=2.[CH3:53][S:54]([N:57]1CCN(CCO)CC1)(=[O:56])=[O:55]. Given the product [ClH:1].[F:34][C:29]1[CH:28]=[C:27]([C:15]2[C:14]3[C:18](=[CH:19][C:11]([O:10][CH2:9][CH2:8][N:5]4[CH2:4][CH2:3][N:57]([S:54]([CH3:53])(=[O:56])=[O:55])[CH2:7][CH2:6]4)=[CH:12][CH:13]=3)[C:17](=[O:20])[C:16]=2[C:21]2[CH:22]=[N:23][CH:24]=[CH:25][CH:26]=2)[CH:32]=[C:31]([F:33])[CH:30]=1, predict the reactants needed to synthesize it. (3) Given the product [CH3:25][CH2:26][CH2:27][CH2:28][CH2:29]/[CH:30]=[CH:31]\[CH2:32]/[CH:33]=[CH:34]\[CH2:35][CH2:36][CH2:37][CH2:38][CH2:39][CH2:40][CH2:22][C:20]([O:19][CH2:18]/[CH:17]=[C:16](\[CH:15]=[CH:14]\[CH:13]=[C:12](/[CH:11]=[CH:10]/[C:3]1[C:4]([CH3:8])([CH3:9])[CH2:5][CH2:6][CH2:7][C:2]=1[CH3:1])\[CH3:24])/[CH3:23])=[O:21], predict the reactants needed to synthesize it. The reactants are: [CH3:1][C:2]1[CH2:7][CH2:6][CH2:5][C:4]([CH3:9])([CH3:8])[C:3]=1/[CH:10]=[CH:11]/[C:12](/[CH3:24])=[CH:13]/[CH:14]=[CH:15]/[C:16](/[CH3:23])=[CH:17]/[CH2:18][O:19][C:20]([CH3:22])=[O:21].[C:25](O)(=O)[CH2:26][CH2:27][CH2:28][CH2:29][CH2:30][CH2:31][CH2:32]/[CH:33]=[CH:34]\[CH2:35]/[CH:36]=[CH:37]\[CH2:38][CH2:39][CH2:40]CC. (4) Given the product [Br:12][C:13]1[CH:22]=[CH:21][CH:20]=[C:15]2[C:14]=1[CH2:23][N:2]([CH2:3][CH2:4][C:5]([O:7][C:8]([CH3:11])([CH3:10])[CH3:9])=[O:6])[C:16]2=[O:17], predict the reactants needed to synthesize it. The reactants are: Cl.[NH2:2][CH2:3][CH2:4][C:5]([O:7][C:8]([CH3:11])([CH3:10])[CH3:9])=[O:6].[Br:12][C:13]1[C:14]([CH2:23]Br)=[C:15]([CH:20]=[CH:21][CH:22]=1)[C:16](OC)=[O:17].C(N(CC)CC)C.C(O)(=O)CC(CC(O)=O)(C(O)=O)O.